This data is from Reaction yield outcomes from USPTO patents with 853,638 reactions. The task is: Predict the reaction yield, written as a fraction of the theoretical maximum amount of product (1.0 means a 100% yield; for example, 0.34 means a 34% yield). (1) The reactants are [CH3:1][C:2]1[NH:3][C:4]([NH2:7])=[N:5][N:6]=1.[S:8]1[CH2:13][CH2:12][C:11](=O)[CH2:10][CH2:9]1.C([BH3-])#N.[Na+].O. The catalyst is C(O)(=O)C. The product is [CH3:1][C:2]1[NH:3][C:4]([NH:7][CH:11]2[CH2:12][CH2:13][S:8][CH2:9][CH2:10]2)=[N:5][N:6]=1. The yield is 0.480. (2) The reactants are [Cl:1][C:2]1[CH:7]=[CH:6][CH:5]=[CH:4][C:3]=1[C:8]1[O:12][CH:11]=[N:10][C:9]=1[C:13]([O:15][CH3:16])=[O:14].[Li+].C[Si]([N-][Si](C)(C)C)(C)C.[I:27]I.S([O-])([O-])(=O)=S.[Na+].[Na+]. The catalyst is C1COCC1. The product is [Cl:1][C:2]1[CH:7]=[CH:6][CH:5]=[CH:4][C:3]=1[C:8]1[O:12][C:11]([I:27])=[N:10][C:9]=1[C:13]([O:15][CH3:16])=[O:14]. The yield is 0.870.